Predict the reaction yield, written as a fraction of the theoretical maximum amount of product (1.0 means a 100% yield; for example, 0.34 means a 34% yield). From a dataset of Reaction yield outcomes from USPTO patents with 853,638 reactions. The reactants are C1[CH:5]2[C@@H:6]3[CH:10]=[CH:9][C@H:8]([CH:4]2C=C1)[CH2:7]3.[CH3:11][O:12][C:13](=[O:16])C=C.C1(C=CC(O)=CC=1)O. No catalyst specified. The product is [CH3:11][O:12][C:13]([C:6]12[CH2:7][CH:8]([CH2:4][CH2:5]1)[CH:9]=[CH:10]2)=[O:16]. The yield is 0.860.